The task is: Predict which catalyst facilitates the given reaction.. This data is from Catalyst prediction with 721,799 reactions and 888 catalyst types from USPTO. (1) Reactant: C(OC([N:8]1[CH2:13][CH2:12][CH:11]([CH2:14][C:15](=[O:29])[NH:16][C:17]2[CH:22]=[CH:21][C:20]([C:23]3[CH:28]=[CH:27][CH:26]=[CH:25][CH:24]=3)=[CH:19][CH:18]=2)[CH2:10][CH2:9]1)=O)(C)(C)C.Cl. Product: [C:20]1([C:23]2[CH:24]=[CH:25][CH:26]=[CH:27][CH:28]=2)[CH:19]=[CH:18][C:17]([NH:16][C:15](=[O:29])[CH2:14][CH:11]2[CH2:12][CH2:13][NH:8][CH2:9][CH2:10]2)=[CH:22][CH:21]=1. The catalyst class is: 12. (2) Reactant: [CH3:1][C:2]([CH3:6])=[CH:3][CH2:4][OH:5].[H-].[Na+].[CH2:9]([CH:11]1[O:13][CH2:12]1)Br. Product: [CH3:1][C:2]([CH3:6])=[CH:3][CH2:4][O:5][CH2:9][CH:11]1[O:13][CH2:12]1. The catalyst class is: 1. (3) Product: [Br:1][C:2]1[CH:3]=[C:4]([C:8]([NH:11][C:17](=[O:18])[O:16][C:13]([CH3:15])([CH3:14])[CH3:12])([CH3:9])[CH3:10])[CH:5]=[CH:6][CH:7]=1. Reactant: [Br:1][C:2]1[CH:3]=[C:4]([C:8]([NH2:11])([CH3:10])[CH3:9])[CH:5]=[CH:6][CH:7]=1.[CH3:12][C:13]([O:16][C:17](O[C:17]([O:16][C:13]([CH3:15])([CH3:14])[CH3:12])=[O:18])=[O:18])([CH3:15])[CH3:14]. The catalyst class is: 11. (4) Reactant: Cl[C:2]1[CH:7]=[C:6]([C:8]2[CH:13]=[CH:12][C:11]([O:14][CH2:15][CH2:16][CH2:17][N:18]3[CH2:23][CH2:22][CH2:21][C@H:20]([CH3:24])[CH2:19]3)=[CH:10][CH:9]=2)[CH:5]=[CH:4][N:3]=1.[OH-:25].[Na+]. Product: [OH:25][C:2]1[CH:7]=[C:6]([C:8]2[CH:13]=[CH:12][C:11]([O:14][CH2:15][CH2:16][CH2:17][N:18]3[CH2:23][CH2:22][CH2:21][C@H:20]([CH3:24])[CH2:19]3)=[CH:10][CH:9]=2)[CH:5]=[CH:4][N:3]=1. The catalyst class is: 5. (5) Reactant: [C:1]([O:5][C:6]([N:8]1[CH2:13][CH2:12][N:11]([C:14]2[N:22]([C:23]3[CH:28]=[CH:27][CH:26]=[CH:25][C:24]=3[CH:29]=[CH2:30])[C:21]3[C:20](=[O:31])[NH:19][C:18](=[O:32])[N:17]([CH2:33][C:34]([O:36][CH2:37][CH3:38])=[O:35])[C:16]=3[N:15]=2)[CH2:10][CH2:9]1)=[O:7])([CH3:4])([CH3:3])[CH3:2].CI.[C:41](=O)([O-])[O-].[K+].[K+]. Product: [C:1]([O:5][C:6]([N:8]1[CH2:9][CH2:10][N:11]([C:14]2[N:22]([C:23]3[CH:28]=[CH:27][CH:26]=[CH:25][C:24]=3[CH:29]=[CH2:30])[C:21]3[C:20](=[O:31])[N:19]([CH3:41])[C:18](=[O:32])[N:17]([CH2:33][C:34]([O:36][CH2:37][CH3:38])=[O:35])[C:16]=3[N:15]=2)[CH2:12][CH2:13]1)=[O:7])([CH3:4])([CH3:2])[CH3:3]. The catalyst class is: 42. (6) The catalyst class is: 5. Reactant: [N:1]1[CH:6]=[CH:5][CH:4]=[C:3]([CH:7]=O)[CH:2]=1.[O:9]([C:16]1[CH:24]=[CH:23][C:19]([CH2:20][CH2:21][NH2:22])=[CH:18][CH:17]=1)[C:10]1[CH:15]=[CH:14][CH:13]=[CH:12][CH:11]=1.[BH4-].[Na+]. Product: [O:9]([C:16]1[CH:17]=[CH:18][C:19]([CH2:20][CH2:21][NH:22][CH2:7][C:3]2[CH:2]=[N:1][CH:6]=[CH:5][CH:4]=2)=[CH:23][CH:24]=1)[C:10]1[CH:15]=[CH:14][CH:13]=[CH:12][CH:11]=1.